From a dataset of Forward reaction prediction with 1.9M reactions from USPTO patents (1976-2016). Predict the product of the given reaction. (1) Given the reactants CO.[C:3]([C:5]1[CH:13]=[CH:12][C:8]([C:9]([OH:11])=[O:10])=[C:7]([F:14])[CH:6]=1)#[N:4].[CH3:15][Si](C=[N+]=[N-])(C)C.CC(O)=O, predict the reaction product. The product is: [CH3:15][O:10][C:9](=[O:11])[C:8]1[CH:12]=[CH:13][C:5]([C:3]#[N:4])=[CH:6][C:7]=1[F:14]. (2) Given the reactants [Cl:1][C:2]1[CH:7]=[CH:6][C:5]([C:8]([F:11])([F:10])[F:9])=[CH:4][N:3]=1.OO.NC(N)=[O:16].FC(F)(F)C(OC(=O)C(F)(F)F)=O, predict the reaction product. The product is: [Cl:1][C:2]1[CH:7]=[CH:6][C:5]([C:8]([F:9])([F:10])[F:11])=[CH:4][N+:3]=1[O-:16]. (3) Given the reactants [Br:1][C:2]1[CH:17]=[CH:16][C:5]([N:6]([CH3:15])[C:7](=O)[C:8]2[CH:13]=[CH:12][CH:11]=[CH:10][CH:9]=2)=[C:4]([NH2:18])[CH:3]=1.C1(C)C=CC(S(O)(=O)=O)=CC=1, predict the reaction product. The product is: [Br:1][C:2]1[CH:17]=[CH:16][C:5]2[N:6]([CH3:15])[C:7]([C:8]3[CH:13]=[CH:12][CH:11]=[CH:10][CH:9]=3)=[N:18][C:4]=2[CH:3]=1.